Dataset: Forward reaction prediction with 1.9M reactions from USPTO patents (1976-2016). Task: Predict the product of the given reaction. (1) Given the reactants [F:1][C:2]([F:10])([F:9])[CH:3]([OH:8])[C:4]([F:7])([F:6])[F:5].Cl[C:12](Cl)([O:14]C(=O)OC(Cl)(Cl)Cl)Cl.C(N(CC)C(C)C)(C)C.[Cl:32][C:33]1[CH:34]=[CH:35][C:36]([N:46]2[CH2:50][CH2:49][CH2:48][CH2:47]2)=[C:37]([CH2:39][N:40]2[CH2:45][CH2:44][NH:43][CH2:42][CH2:41]2)[CH:38]=1, predict the reaction product. The product is: [Cl:32][C:33]1[CH:34]=[CH:35][C:36]([N:46]2[CH2:50][CH2:49][CH2:48][CH2:47]2)=[C:37]([CH2:39][N:40]2[CH2:41][CH2:42][N:43]([C:12]([O:8][CH:3]([C:4]([F:7])([F:6])[F:5])[C:2]([F:10])([F:9])[F:1])=[O:14])[CH2:44][CH2:45]2)[CH:38]=1. (2) Given the reactants C[Al](C)C.[CH:5]([NH2:8])([CH3:7])[CH3:6].C[O:10][C:11](=O)[C:12]1[CH:17]=[CH:16][C:15](/[CH:18]=[CH:19]/[C:20]2[C:21]([C:26]3[CH:31]=[CH:30][CH:29]=[CH:28][CH:27]=3)=[N:22][O:23][C:24]=2[CH3:25])=[N:14][CH:13]=1.O, predict the reaction product. The product is: [CH:5]([NH:8][C:11](=[O:10])[C:12]1[CH:17]=[CH:16][C:15](/[CH:18]=[CH:19]/[C:20]2[C:21]([C:26]3[CH:31]=[CH:30][CH:29]=[CH:28][CH:27]=3)=[N:22][O:23][C:24]=2[CH3:25])=[N:14][CH:13]=1)([CH3:7])[CH3:6]. (3) The product is: [O:20]=[C:17]1[C:7]2([CH2:16][CH2:15][C:14]3[C:9](=[CH:10][CH:11]=[CH:12][CH:13]=3)[CH2:8]2)[CH2:6][C:5]2[C:18]1=[CH:19][C:2]([C:27]1[CH:28]=[C:23]([CH:24]=[CH:25][CH:26]=1)[C:21]#[N:22])=[CH:3][CH:4]=2. Given the reactants Br[C:2]1[CH:19]=[C:18]2[C:5]([CH2:6][C:7]3([C:17]2=[O:20])[CH2:16][CH2:15][C:14]2[C:9](=[CH:10][CH:11]=[CH:12][CH:13]=2)[CH2:8]3)=[CH:4][CH:3]=1.[C:21]([C:23]1[CH:24]=[C:25](B(O)O)[CH:26]=[CH:27][CH:28]=1)#[N:22], predict the reaction product. (4) The product is: [F:12][C:4]1[C:5]([O:10][CH3:11])=[CH:6][C:7]([O:8][CH3:9])=[C:2]([F:1])[C:3]=1[N:13]1[CH2:18][C:17]2[CH:19]=[N:20][C:21]3[N:25]([CH2:37][O:36][CH2:35][CH2:34][Si:31]([CH3:33])([CH3:32])[CH3:30])[CH:24]=[CH:23][C:22]=3[C:16]=2[N:15]([CH3:26])[C:14]1=[O:27]. Given the reactants [F:1][C:2]1[C:7]([O:8][CH3:9])=[CH:6][C:5]([O:10][CH3:11])=[C:4]([F:12])[C:3]=1[N:13]1[CH2:18][C:17]2[CH:19]=[N:20][C:21]3[NH:25][CH:24]=[CH:23][C:22]=3[C:16]=2[N:15]([CH3:26])[C:14]1=[O:27].[H-].[Na+].[CH3:30][Si:31]([CH2:34][CH2:35][O:36][CH2:37]Cl)([CH3:33])[CH3:32], predict the reaction product. (5) Given the reactants [F:1][C:2]1[CH:11]=[C:10]2[C:5]([C:6](=O)[NH:7][C:8]([N:12]3[CH:16]=[C:15]([C:17]([O:19]CC)=[O:18])[CH:14]=[N:13]3)=[N:9]2)=[CH:4][C:3]=1[CH:23]([CH3:25])[CH3:24].[CH3:26][NH:27][CH3:28], predict the reaction product. The product is: [CH3:26][N:27]([CH3:28])[C:6]1[C:5]2[C:10](=[CH:11][C:2]([F:1])=[C:3]([CH:23]([CH3:25])[CH3:24])[CH:4]=2)[N:9]=[C:8]([N:12]2[CH:16]=[C:15]([C:17]([OH:19])=[O:18])[CH:14]=[N:13]2)[N:7]=1. (6) The product is: [O:1]=[C:2]([CH2:20][CH3:21])[CH2:3][CH2:4][CH2:5][CH2:6][CH2:7][CH2:8][CH2:9][CH2:10][CH2:11][CH2:12][CH2:13][CH2:14][CH2:15][CH2:16][C:17]([OH:19])=[O:18]. Given the reactants [OH:1][CH:2]([CH2:20][CH3:21])[CH2:3][CH2:4][CH2:5][CH2:6][CH2:7][CH2:8][CH2:9][CH2:10][CH2:11][CH2:12][CH2:13][CH2:14][CH2:15][CH2:16][C:17]([OH:19])=[O:18].CC(OI1(OC(C)=O)(OC(C)=O)OC(=O)C2C=CC=CC1=2)=O, predict the reaction product.